This data is from Full USPTO retrosynthesis dataset with 1.9M reactions from patents (1976-2016). The task is: Predict the reactants needed to synthesize the given product. (1) The reactants are: [N:1]1([NH:10][C:11]([C:13]2[CH:14]=[N:15][C:16]([C:19]3[CH:24]=[CH:23][CH:22]=[C:21]([F:25])[CH:20]=3)=[N:17][CH:18]=2)=[O:12])[C:9]2[C:4](=[CH:5][CH:6]=[CH:7][CH:8]=2)[CH2:3][CH2:2]1. Given the product [N:1]1([NH:10][C:11]([C:13]2[CH:14]=[N:15][C:16]([C:19]3[CH:24]=[CH:23][CH:22]=[C:21]([F:25])[CH:20]=3)=[N:17][CH:18]=2)=[O:12])[C:9]2[C:4](=[CH:5][CH:6]=[CH:7][CH:8]=2)[CH:3]=[CH:2]1, predict the reactants needed to synthesize it. (2) Given the product [CH2:1]([N:8]1[C:14](=[O:15])[C:13]2[CH:16]=[CH:17][C:18]([S:24][CH:22]([CH3:23])[CH3:21])=[N:19][C:12]=2[O:11][CH2:10][CH2:9]1)[C:2]1[CH:7]=[CH:6][CH:5]=[CH:4][CH:3]=1, predict the reactants needed to synthesize it. The reactants are: [CH2:1]([N:8]1[C:14](=[O:15])[C:13]2[CH:16]=[CH:17][C:18](F)=[N:19][C:12]=2[O:11][CH2:10][CH2:9]1)[C:2]1[CH:7]=[CH:6][CH:5]=[CH:4][CH:3]=1.[CH3:21][CH:22]([SH:24])[CH3:23].C(=O)([O-])[O-].[K+].[K+].CN(C=O)C. (3) The reactants are: C[Si]([N-][Si](C)(C)C)(C)C.[Li+].[CH2:11]([O:13][C:14]([CH2:16][CH2:17][CH2:18][O:19][C:20]1[CH:29]=[C:28]([O:30][CH3:31])[C:27]([CH2:32][CH:33]=[C:34]([CH3:36])[CH3:35])=[CH:26][C:21]=1[C:22]([O:24]C)=O)=[O:15])[CH3:12].[Cl-].[NH4+].C(OCC)(=O)C. Given the product [CH3:31][O:30][C:28]1[C:27]([CH2:32][CH:33]=[C:34]([CH3:36])[CH3:35])=[CH:26][C:21]2[C:22](=[O:24])[CH:16]([C:14]([O:13][CH2:11][CH3:12])=[O:15])[CH2:17][CH2:18][O:19][C:20]=2[CH:29]=1, predict the reactants needed to synthesize it. (4) The reactants are: Br[C:2]1[CH:7]=[CH:6][C:5]([C@H:8]([NH:10][C:11](=[O:17])[O:12][C:13]([CH3:16])([CH3:15])[CH3:14])[CH3:9])=[CH:4][CH:3]=1.[B:18]1([B:18]2[O:22][C:21]([CH3:24])([CH3:23])[C:20]([CH3:26])([CH3:25])[O:19]2)[O:22][C:21]([CH3:24])([CH3:23])[C:20]([CH3:26])([CH3:25])[O:19]1.C([O-])(=O)C.[K+]. Given the product [CH3:25][C:20]1([CH3:26])[C:21]([CH3:24])([CH3:23])[O:22][B:18]([C:2]2[CH:7]=[CH:6][C:5]([C@H:8]([NH:10][C:11](=[O:17])[O:12][C:13]([CH3:16])([CH3:15])[CH3:14])[CH3:9])=[CH:4][CH:3]=2)[O:19]1, predict the reactants needed to synthesize it. (5) Given the product [CH3:16][O:15][C:12]1[CH:13]=[CH:14][C:9]([NH:8][C:6]2[N:7]=[C:2]([NH:20][CH2:19][CH2:17][OH:18])[CH:3]=[CH:4][CH:5]=2)=[CH:10][CH:11]=1, predict the reactants needed to synthesize it. The reactants are: Cl[C:2]1[N:7]=[C:6]([NH:8][C:9]2[CH:14]=[CH:13][C:12]([O:15][CH3:16])=[CH:11][CH:10]=2)[CH:5]=[CH:4][CH:3]=1.[CH2:17]([CH2:19][NH2:20])[OH:18]. (6) The reactants are: [C:1]([O:5][C:6](=[O:33])[NH:7][C@@H:8]1[CH2:12][CH2:11][N:10]([C:13]([C:15]2[CH:23]=[C:22]3[C:18]([C:19]4([CH2:32][CH2:31]4)[CH2:20][N:21]3[C:24]3[N:29]=[CH:28][C:27](Br)=[CH:26][N:25]=3)=[CH:17][CH:16]=2)=[O:14])[CH2:9]1)([CH3:4])([CH3:3])[CH3:2].[CH3:34][C:35]1([CH3:51])[C:39]([CH3:41])([CH3:40])[O:38][B:37]([B:37]2[O:38][C:39]([CH3:41])([CH3:40])[C:35]([CH3:51])([CH3:34])[O:36]2)[O:36]1.CC([O-])=O.[K+]. Given the product [C:1]([O:5][C:6](=[O:33])[NH:7][C@@H:8]1[CH2:12][CH2:11][N:10]([C:13]([C:15]2[CH:23]=[C:22]3[C:18]([C:19]4([CH2:32][CH2:31]4)[CH2:20][N:21]3[C:24]3[N:29]=[CH:28][C:27]([B:37]4[O:38][C:39]([CH3:41])([CH3:40])[C:35]([CH3:51])([CH3:34])[O:36]4)=[CH:26][N:25]=3)=[CH:17][CH:16]=2)=[O:14])[CH2:9]1)([CH3:4])([CH3:3])[CH3:2], predict the reactants needed to synthesize it. (7) Given the product [CH3:11][O:12][C:13]([C:15]1([CH2:24][CH2:23][CH2:22][Cl:21])[CH2:20][CH2:19][O:18][CH2:17][CH2:16]1)=[O:14], predict the reactants needed to synthesize it. The reactants are: C[Si](C)(C)[N-][Si](C)(C)C.[Li+].[CH3:11][O:12][C:13]([CH:15]1[CH2:20][CH2:19][O:18][CH2:17][CH2:16]1)=[O:14].[Cl:21][CH2:22][CH2:23][CH2:24]I.